This data is from Reaction yield outcomes from USPTO patents with 853,638 reactions. The task is: Predict the reaction yield, written as a fraction of the theoretical maximum amount of product (1.0 means a 100% yield; for example, 0.34 means a 34% yield). (1) The reactants are B(Br)(Br)Br.[NH2:5][C:6]1[N:11]=[CH:10][N:9]=[C:8]2[N:12]([CH:16]([C:18]3[C:19]([O:37]C)=[C:20]([C:26]4[CH:27]=[CH:28][C:29]([C:32]([N:34]([CH3:36])[CH3:35])=[O:33])=[N:30][CH:31]=4)[C:21]([CH3:25])=[C:22]([Cl:24])[CH:23]=3)[CH3:17])[N:13]=[C:14]([CH3:15])[C:7]=12.Cl. The catalyst is C(Cl)Cl. The product is [NH2:5][C:6]1[N:11]=[CH:10][N:9]=[C:8]2[N:12]([CH:16]([C:18]3[C:19]([OH:37])=[C:20]([C:26]4[CH:27]=[CH:28][C:29]([C:32]([N:34]([CH3:36])[CH3:35])=[O:33])=[N:30][CH:31]=4)[C:21]([CH3:25])=[C:22]([Cl:24])[CH:23]=3)[CH3:17])[N:13]=[C:14]([CH3:15])[C:7]=12. The yield is 0.680. (2) The product is [Br:6][C:7]1[N:8]([C:12]2[CH:19]=[CH:18][C:15]([C:16]#[N:17])=[CH:14][C:13]=2[CH3:20])[C:9]([CH:21]=[O:22])=[CH:10][CH:11]=1. The reactants are P(Cl)(Cl)(Cl)=O.[Br:6][C:7]1[N:8]([C:12]2[CH:19]=[CH:18][C:15]([C:16]#[N:17])=[CH:14][C:13]=2[CH3:20])[CH:9]=[CH:10][CH:11]=1.[C:21](=O)([O-])[O-:22].[Na+].[Na+]. The catalyst is CN(C=O)C. The yield is 0.580. (3) The catalyst is C(OCC)(=O)C.CCCCCC.[Fe]. The yield is 0.840. The reactants are [N+:1]([C:4]1[CH:23]=[CH:22][C:7]([O:8][C:9]2[N:14]=[CH:13][N:12]=[C:11]([NH:15][C:16]3[CH:21]=[CH:20][CH:19]=[CH:18][CH:17]=3)[CH:10]=2)=[CH:6][CH:5]=1)([O-])=O.[Cl-].[NH4+].C(O)C.O. The product is [NH2:1][C:4]1[CH:23]=[CH:22][C:7]([O:8][C:9]2[N:14]=[CH:13][N:12]=[C:11]([NH:15][C:16]3[CH:21]=[CH:20][CH:19]=[CH:18][CH:17]=3)[CH:10]=2)=[CH:6][CH:5]=1.